Dataset: NCI-60 drug combinations with 297,098 pairs across 59 cell lines. Task: Regression. Given two drug SMILES strings and cell line genomic features, predict the synergy score measuring deviation from expected non-interaction effect. (1) Drug 1: CCC1=C2CN3C(=CC4=C(C3=O)COC(=O)C4(CC)O)C2=NC5=C1C=C(C=C5)O. Drug 2: CC1CCCC2(C(O2)CC(NC(=O)CC(C(C(=O)C(C1O)C)(C)C)O)C(=CC3=CSC(=N3)C)C)C. Cell line: TK-10. Synergy scores: CSS=50.3, Synergy_ZIP=-2.44, Synergy_Bliss=2.34, Synergy_Loewe=6.94, Synergy_HSA=8.44. (2) Drug 1: C1CN1P(=S)(N2CC2)N3CC3. Drug 2: C1CC(C1)(C(=O)O)C(=O)O.[NH2-].[NH2-].[Pt+2]. Cell line: A498. Synergy scores: CSS=4.85, Synergy_ZIP=-2.51, Synergy_Bliss=-0.695, Synergy_Loewe=-3.35, Synergy_HSA=0.803. (3) Drug 1: COC1=C(C=C2C(=C1)N=CN=C2NC3=CC(=C(C=C3)F)Cl)OCCCN4CCOCC4. Drug 2: CN(C(=O)NC(C=O)C(C(C(CO)O)O)O)N=O. Cell line: SK-MEL-28. Synergy scores: CSS=10.5, Synergy_ZIP=-5.31, Synergy_Bliss=-6.52, Synergy_Loewe=-4.31, Synergy_HSA=-4.76. (4) Drug 1: CC1CCC2CC(C(=CC=CC=CC(CC(C(=O)C(C(C(=CC(C(=O)CC(OC(=O)C3CCCCN3C(=O)C(=O)C1(O2)O)C(C)CC4CCC(C(C4)OC)OCCO)C)C)O)OC)C)C)C)OC. Drug 2: CCC1(CC2CC(C3=C(CCN(C2)C1)C4=CC=CC=C4N3)(C5=C(C=C6C(=C5)C78CCN9C7C(C=CC9)(C(C(C8N6C)(C(=O)OC)O)OC(=O)C)CC)OC)C(=O)OC)O.OS(=O)(=O)O. Cell line: SK-MEL-28. Synergy scores: CSS=0.460, Synergy_ZIP=0.801, Synergy_Bliss=1.94, Synergy_Loewe=-1.16, Synergy_HSA=-0.753.